Dataset: Catalyst prediction with 721,799 reactions and 888 catalyst types from USPTO. Task: Predict which catalyst facilitates the given reaction. Reactant: [Si]([O:8][C@@H:9]1[CH2:14][CH2:13][C@H:12]([O:15][C:16]2[C:21]([Cl:22])=[CH:20][C:19]([S:23]([N:26]([CH2:33][C:34]3[CH:39]=[CH:38][C:37]([O:40][CH3:41])=[CH:36][C:35]=3[O:42][CH3:43])[C:27]3[CH:32]=[CH:31][N:30]=[CH:29][N:28]=3)(=[O:25])=[O:24])=[C:18]([F:44])[CH:17]=2)[C@@H:11]([C:45]2[N:49]([CH3:50])[N:48]=[CH:47][CH:46]=2)[CH2:10]1)(C(C)(C)C)(C)C.[F-].C([N+](CCCC)(CCCC)CCCC)CCC. Product: [Cl:22][C:21]1[C:16]([O:15][C@H:12]2[CH2:13][CH2:14][C@@H:9]([OH:8])[CH2:10][C@@H:11]2[C:45]2[N:49]([CH3:50])[N:48]=[CH:47][CH:46]=2)=[CH:17][C:18]([F:44])=[C:19]([S:23]([N:26]([CH2:33][C:34]2[CH:39]=[CH:38][C:37]([O:40][CH3:41])=[CH:36][C:35]=2[O:42][CH3:43])[C:27]2[CH:32]=[CH:31][N:30]=[CH:29][N:28]=2)(=[O:25])=[O:24])[CH:20]=1. The catalyst class is: 1.